This data is from Catalyst prediction with 721,799 reactions and 888 catalyst types from USPTO. The task is: Predict which catalyst facilitates the given reaction. (1) Reactant: [CH2:1]([O:8][C:9]1[CH:21]=[CH:20][C:12]([NH:13][C:14]2[CH:19]=[CH:18][CH:17]=[CH:16][CH:15]=2)=[CH:11][CH:10]=1)[C:2]1[CH:7]=[CH:6][CH:5]=[CH:4][CH:3]=1.C[Si]([N-][Si](C)(C)C)(C)C.[Li+].[CH3:32][Si:33]([CH3:52])([CH3:51])[CH2:34][CH2:35][O:36][CH2:37][N:38]1[C:46]2[C:41](=[CH:42][CH:43]=[CH:44][CH:45]=2)[C:40]([C:47](OC)=[O:48])=[CH:39]1.C(OCC)(=O)C. Product: [CH2:1]([O:8][C:9]1[CH:10]=[CH:11][C:12]([N:13]([C:14]2[CH:15]=[CH:16][CH:17]=[CH:18][CH:19]=2)[C:47]([C:40]2[C:41]3[C:46](=[CH:45][CH:44]=[CH:43][CH:42]=3)[N:38]([CH2:37][O:36][CH2:35][CH2:34][Si:33]([CH3:52])([CH3:51])[CH3:32])[CH:39]=2)=[O:48])=[CH:20][CH:21]=1)[C:2]1[CH:3]=[CH:4][CH:5]=[CH:6][CH:7]=1. The catalyst class is: 30. (2) Reactant: B.C1COCC1.[CH3:7][O:8][C:9]1[CH:10]=[C:11]([CH:17]=[CH:18][CH:19]=1)[O:12][CH2:13][C:14](O)=[O:15]. Product: [CH3:7][O:8][C:9]1[CH:10]=[C:11]([CH:17]=[CH:18][CH:19]=1)[O:12][CH2:13][CH2:14][OH:15]. The catalyst class is: 1. (3) Reactant: [OH-].[Li+].[CH:3]([C:5]1[C:14]2[C:9](=[CH:10][CH:11]=[CH:12][CH:13]=2)[CH:8]=[C:7]([C:15]([O:17]C)=[O:16])[CH:6]=1)=[O:4]. Product: [CH:3]([C:5]1[C:14]2[C:9](=[CH:10][CH:11]=[CH:12][CH:13]=2)[CH:8]=[C:7]([C:15]([OH:17])=[O:16])[CH:6]=1)=[O:4]. The catalyst class is: 33.